From a dataset of Catalyst prediction with 721,799 reactions and 888 catalyst types from USPTO. Predict which catalyst facilitates the given reaction. (1) Reactant: C[Si]([N-][Si](C)(C)C)(C)C.[K+].[CH2:11]([N:18]([CH2:30][C:31]1[CH:36]=[CH:35][CH:34]=[CH:33][CH:32]=1)[CH:19]([C:23]1([OH:29])[CH2:28][CH2:27][O:26][CH2:25][CH2:24]1)[C:20]([OH:22])=[O:21])[C:12]1[CH:17]=[CH:16][CH:15]=[CH:14][CH:13]=1.F[C:38]1[C:43]([F:44])=[C:42]([F:45])[CH:41]=[CH:40][C:39]=1[N+:46]([O-:48])=[O:47].OS([O-])(=O)=O.[K+]. Product: [CH2:30]([N:18]([CH2:11][C:12]1[CH:13]=[CH:14][CH:15]=[CH:16][CH:17]=1)[CH:19]([C:23]1([O:29][C:38]2[C:43]([F:44])=[C:42]([F:45])[CH:41]=[CH:40][C:39]=2[N+:46]([O-:48])=[O:47])[CH2:28][CH2:27][O:26][CH2:25][CH2:24]1)[C:20]([OH:22])=[O:21])[C:31]1[CH:36]=[CH:35][CH:34]=[CH:33][CH:32]=1. The catalyst class is: 20. (2) Reactant: [CH3:1][C:2]1([CH3:31])[CH2:11][CH:10]=[C:9]([C:12]2[CH:17]=[CH:16][CH:15]=[CH:14][N:13]=2)[C:8]2[CH:7]=[C:6]([C:18]#[C:19][C:20]3[CH:30]=[CH:29][C:23]([C:24]([O:26]CC)=[O:25])=[CH:22][CH:21]=3)[CH:5]=[CH:4][C:3]1=2.O[Li].O. Product: [CH3:1][C:2]1([CH3:31])[CH2:11][CH:10]=[C:9]([C:12]2[CH:17]=[CH:16][CH:15]=[CH:14][N:13]=2)[C:8]2[CH:7]=[C:6]([C:18]#[C:19][C:20]3[CH:21]=[CH:22][C:23]([C:24]([OH:26])=[O:25])=[CH:29][CH:30]=3)[CH:5]=[CH:4][C:3]1=2. The catalyst class is: 20. (3) Reactant: [F:1][C:2]1[CH:3]=[C:4]([CH:12]=[CH:13][C:14]([OH:16])=[O:15])[CH:5]=[CH:6][C:7]=1[C:8]([F:11])([F:10])[F:9]. Product: [F:1][C:2]1[CH:3]=[C:4]([CH2:12][CH2:13][C:14]([OH:16])=[O:15])[CH:5]=[CH:6][C:7]=1[C:8]([F:11])([F:10])[F:9]. The catalyst class is: 43. (4) Reactant: [C:1]([O:5][C:6](=[O:27])[NH:7][C@H:8]([C:10](=O)[NH:11][C:12]1[CH:17]=[CH:16][C:15]([F:18])=[CH:14][C:13]=1[NH:19][CH:20]1[CH2:23][CH:22]([C:24]#[N:25])[CH2:21]1)[CH3:9])([CH3:4])([CH3:3])[CH3:2]. Product: [C:1]([O:5][C:6](=[O:27])[NH:7][C@H:8]([C:10]1[N:19]([CH:20]2[CH2:23][CH:22]([C:24]#[N:25])[CH2:21]2)[C:13]2[CH:14]=[C:15]([F:18])[CH:16]=[CH:17][C:12]=2[N:11]=1)[CH3:9])([CH3:4])([CH3:3])[CH3:2]. The catalyst class is: 15.